This data is from Human Reference Interactome with 51,813 positive PPI pairs across 8,248 proteins, plus equal number of experimentally-validated negative pairs. The task is: Binary Classification. Given two protein amino acid sequences, predict whether they physically interact or not. (1) Protein 1 (ENSG00000159199) has sequence MQTAGALFISPALIRCCTRGLIRPVSASFLNSPVNSSKQPSYSNFPLQVARREFQTSVVSRDIDTAAKFIGAGAATVGVAGSGAGIGTVFGSLIIGYARNPSLKQQLFSYAILGFALSEAMGLFCLMVAFLILFAM*MQTAGALFISPALIRCCTRGLIRPVSASFLNSPVNSSKQPSYSNFPLQVARREFQTSVVSRDIDTAAKFIGAGAATVGVAGSGAGIGTVFGSLIIGYAR*MQTAGALFISPALIRCCTRGLIRPVSASFLNSPVNSSKQVARREFQTSVVSRDIDTAAKFIGA.... Protein 2 (ENSG00000173372) has sequence MEGPRGWLVLCVLAISLASMVTEDLCRAPDGKKGEAGRPGRRGRPGLKGEQGEPGAPGIRTGIQGLKGDQGEPGPSGNPGKVGYPGPSGPLGARGIPGIKGTKGSPGNIKDQPRPAFSAIRRNPPMGGNVVIFDTVITNQEEPYQNHSGRFVCTVPGYYYFTFQVLSQWEICLSIVSSSRGQVRRSLGFCDTTNKGLFQVVSGGMVLQLQQGDQVWVEKDPKKGHIYQGSEADSVFSGFLIFPSA*MEGPRGWLVLCVLAISLASMVTEDLCRAPDGKKGEAGRPGRRGRPGLKGEQGEP.... Result: 0 (the proteins do not interact). (2) Result: 0 (the proteins do not interact). Protein 1 (ENSG00000186638) has sequence MASWLYECLCEAELAQYYSHFTALGLQKIDELAKITMKDYSKLGVHDMNDRKRLFQLIKIIKIMQEEDKAVSIPERHLQTSSLRIKSQELRSGPRRQLNFDSPADNKDRNASNDGFEMCSLSDFSANEQKSTYLKVLEHMLPDDSQYHTKTGILNATAGDSYVQTEISTSLFSPNYLSAILGDCDIPIIQRISHVSGYNYGIPHSCIRQNTSEKQNPWTEMEKIRVCVRKRPLGMREVRRGEINIITVEDKETLLVHEKKEAVDLTQYILQVILKGSKERSTGATGVNADSSRSHAVIQI.... Protein 2 (ENSG00000152954) has sequence MSSCSNVCGSRQAQAAAEGGYQRYGVRSYLHQFYEDCTASIWEYEDDFQIQRSPNRWSSVFWKVGLISGTVFVILGLTVLAVGFLVPPKIEAFGEADFVVVDTHAVQFNSALDMYKLAGAVLFCIGGTSMAGCLLMSVFVKSYSKEEKFLQQKFKERIADIKAHTQPVTKAPGMSSCSNVCGSRQAQAAAEGGYQRYGVRSYLHQFYEDCTASIWEYEDDFQIQRSPNRWSSVFWKVGLISGTVFVILGLTVLAVGFLVPPKIEAFGEADFVVVDTHAVQFNSALDMYKLAGAVLFCIGG.... (3) Protein 1 (ENSG00000110841) has sequence MMSDASDMLAAALEQMDGIIAGSKALEYSNGIFDCQSPTSPFMGSLRALHLVEDLRGLLEMMETDEKEGLRCQIPDSTAETLVEWLQSQMTNGHLPGNGDVYQERLARLENDKESLVLQVSVLTDQVEAQGEKIRDLEFCLEEHREKVNATEEMLQQELLSRTSLETQKLDLMAEISNLKLKLTAVEKDRLDYEDKFRDTEGLIQEINDLRLKVSEMDSERLQYEKKLKSTKDELASLKEQLEEKESEVKRLQEKLVCKMKGEGVEIVDRDENFKKKLKEKNIEVQKMKKAVESLMAANE.... Protein 2 (ENSG00000139194) has sequence MPPNLTGYYRFVSQKNMEDYLQALNISLAVRKIALLLKPDKEIEHQGNHMTVRTLSTFRNYTVQFDVGVEFEEDLRSVDGRKCQTIVTWEEEHLVCVQKGEVPNRGWRHWLEGEMLYLELTARDAVCEQVFRKVR*MPPNLTGYYRFVSQKNMEDYLQALNISLAVRKIALLLKPDKEIEHQGNHMTVRTLSTFRNYTVQFDVGVEFEEDLRSVDGRKCQAALGMNSPARAIS*MPPNLTGYYRFVSQKNMEDYLQALSSPHRHQLGCAEDRAAAEAGQGDRTPGQPHDGEDAQHLPKLH.... Result: 0 (the proteins do not interact). (4) Protein 1 (ENSG00000064012) has sequence MDFSRNLYDIGEQLDSEDLASLKFLSLDYIPQRKQEPIKDALMLFQRLQEKRMLEESNLSFLKELLFRINRLDLLITYLNTRKEEMERELQTPGRAQISAYRFHFCRMSWAEANSQCQTQSVPFWRRVDHLLIRVMLYQISEEVSRSELRSFKFLLQEEISKCKLDDDMNLLDIFIEMEKRVILGEGKLDILKRVCAQINKSLLKIINDYEEFSKGEELCGVMTISDSPREQDSESQTLDKVYQMKSKPRGYCLIINNHNFAKAREKVPKLHSIRDRNGTHLDAGALTTTFEELHFEIKP.... Result: 1 (the proteins interact). Protein 2 (ENSG00000181135) has sequence MDMAQEPVTFRDVAIYFSREEWACLEPSQRALYRDVMLDNFSSVAALGFCSPRPDLVSRLEQWEEPWVEDRERPEFQAVQRGPRPGARKSADPKRPCDHPAWAHKKTHVRRERAREGSSFRKGFRLDTDDGQLPRAAPERTDAKPTAFPCQVLTQRCGRRPGRRERRKQRAVELSFICGTCGKALSCHSRLLAHQTVHTGTKAFECPECGQTFRWASNLQRHQKNHTREKPFCCEACGQAFSLKDRLAQHRKVHTEHRPYSCGDCGKAFKQKSNLLRHQLVHTGERPFYCADCGKAFRTK.... (5) Protein 1 (ENSG00000113657) has sequence MASGRRGWDSSHEDDLPVYLARPGTTDQVPRQKYGGMFCNVEGAFESKTLDFDALSVGQRGAKTPRSGQGSDRGSGSRPGIEGDTPRRGQGREESREPAPASPAPAGVEIRSATGKEVLQNLGPKDKSDRLLIKGGRIVNDDQSFYADIYMEDGLIKQIGDNLIVPGGVKTIEANGKMVIPGGIDVHTHFQMPYKGMTTVDDFFQGTKAALAGGTTMIIDHVVPEPESSLTEAYEKWREWADGKSCCDYALHVDITHWNDSVKQEVQNLIKDKGVNSFMVYMAYKDLYQVSNTELYEIFT.... Protein 2 (ENSG00000157851) has sequence MLANSASVRILIKGGKVVNDDCTHEADVYIENGIIQQVGRELMIPGGAKVIDATGKLVIPGGIDTSTHFHQTFMNATCVDDFYHGTKAALVGGTTMIIGHVLPDKETSLVDAYEKCRGLADPKVCCDYALHVGITWWAPKVKAEMETLVREKGVNSFQMFMTYKDLYMLRDSELYQVLHACKDIGAIARVHAENGELVAEGAKEALDLGITGPEGIEISRPEELEAEATHRVITIANRTHCPIYLVNVSSISAGDVIAAAKMQGKVVLAETTTAHATLTGLHYYHQDWSHAAAYVTVPPL.... Result: 1 (the proteins interact). (6) Protein 1 (ENSG00000173013) has sequence MDVSSEHTKDPGGEGGDGESLAARPSKIKASSGPPTSPEPGELESEPEEEEEEQAASQGGTAADEQAEAPKGLTAAEAAGEEGPGEPGRPAEPQPEPEEPAEVGAEEPAQPEPGAGPEELEAEAGAEELEQAAEGKEVRFQASLPLTRIDEEEAAAAPEAETERVEGEEEDKEETQRDGAESKERDGEGRPAKSQEEGKRLYGRDEFEDLEWSEEVQKLQEQQLRSDLLDQYRSLLVERNRSQRYNLYLQHKIFEALRRKKGLEAAEVADRGAEAEAPEKEQAYLRHLGMLEELKKQQAD.... Protein 2 (ENSG00000138767) has sequence MPKEKYDPPDPRRIYTIMSAEEVANGKKSHWAELEISGRVRSLSTSLWSLTHLTALHLNDNYLSRIPPDIAKLHNLVYLDLSSNKLRSLPAELGNMVSLRELLLNNNLLRVLPYELGRLFQLQTLGLKGNPLSQDILNLYQDPDGTRKLLNFMLDNLAVHPEQLPPRPWITLKERDQILPSASFTVMCYNVLCDKYATRQLYGYCPSWALNWEYRKKGIMEEIVNCDADIISLQEVETEQYFTLFLPALKERGYDGFFSPKSRAKIMSEQERKHVDGCAIFFKTEKFTLVQKHTVEFNQV.... Result: 0 (the proteins do not interact). (7) Protein 1 (ENSG00000172932) has sequence MAGPGPTFPLHRLVWANRHRELEAALHSHQVPPNS*XAISPEEYFDPNFSLESRNIGRPIEMSSKVQR*XAVAASGNPFPCEVDPTVFEVPNGYSVLGMERNEPLRDEDDDLLQFAIQQSLLEAGTEAEQATVYEEQLQLERALQESLQLSTEPRGPGSPPRTPPAPGPPSFEEQLRLALELSSREQEERERRGQQEEEDLQRILQLSLTEH*MAGPGPTFPLHRLVWANRHRELEAALHSHQHDIEQEDPRGRTPLELAVSLGNLESVRVLLRHNANVGKENRQGWAVLQEAVSTGDPE.... Protein 2 (ENSG00000154518) has sequence MFACAKLACTPSLIRAGSRVAYRPISASVLSRPEASRTGEGSTVFNGAQNGVSQLIQREFQTSAISRDIDTAAKFIGAGAATVGVAGSGAGIGTVFGSLIIGYARNPSLKQQLFSYAILGFALSEAMGLFCLMVAFLILFAM*. Result: 0 (the proteins do not interact). (8) Protein 1 (ENSG00000116863) has sequence MAAAAMAAAAGGGAGAARSLSRFRGCLAGALLGDCVGSFYEAHDTVDLTSVLRHVQSLEPDPGTPGSERTEALYYTDDTAMARALVQSLLAKEAFDEVDMAHRFAQEYKKDPDRGYGAGVVTVFKKLLNPKCRDVFEPARAQFNGKGSYGNGGAMRVAGISLAYSSVQDVQKFARLSAQLTHASSLGYNGAILQALAVHLALQGESSSEHFLKQLLGHMEDLEGDAQSVLDARELGMEERPYSSRLKKIGELLDQASVTREEVVSELGNGIAAFESVPTAIYCFLRCMEPDPEIPSAFNS.... Protein 2 (ENSG00000160271) has sequence MCLWGHSTAPAHTLSSPPLLFCSLPCALHLQPGTGHPPGQVPRKSSTQEIGEELINGVIYSISLRKVQLHHGGNKGQRWLGYENESALNLYETCKVRTVKAGTLEKLVEHLVPAFQGSDLSYVTIFLCTYRAFTTTQQVLDLLFKRYGCILPYSDEDGGPQDQLKNAISSILGTWLDQYSEDFCQPPDFPCLKQLVAYVQLNMPGSDLERRAHLLLAQLEHSEPIEAEPEALSPVPALKPTPELELALTPARAPSPVPAPAPEPEPAPTPAPGSELEVAPAPAPELQQAPEPAVGLESAP.... Result: 0 (the proteins do not interact). (9) Protein 1 (ENSG00000176679) has sequence MEAAADGPAETQSPVEKDSPAKTQSPAQDTSIMSRNNADTGRVLALPEHKKKRKGNLPAESVKILRDWMYKHRFKAYPSEEEKQMLSEKTNLSLLRISNWFINARRRILPDMLQQRRNDPIIGHKTGKDAHATHLQSTEASVPAKSGPVVQTMYKACPCGPCQRARCQERSNQIRSRPLARSSPE*. Protein 2 (ENSG00000117569) has sequence MDGIVTEVAVGVKRGSDELLSGSVLSSPNSNMSSMVVTANGNDSKKFKGEDKMDGAPSRVLHIRKLPGEVTETEVIALGLPFGKVTNILMLKGKNQAFLELATEEAAITMVNYYSAVTPHLRNQPIYIQYSNHKELKTDNTLNQRAQAVLQAVTAVQTANTPLSGTTVSESAVTPAQSPVLRIIIDNMYYPVTLDVLHQIFSKFGAVLKIITFTKNNQFQALLQYGDPVNAQQAKLALDGQNIYNACCTLRIDFSKLVNLNVKYNNDKSRDYTRPDLPSGDGQPALDPAIAAAFAKETSL.... Result: 0 (the proteins do not interact).